From a dataset of Reaction yield outcomes from USPTO patents with 853,638 reactions. Predict the reaction yield, written as a fraction of the theoretical maximum amount of product (1.0 means a 100% yield; for example, 0.34 means a 34% yield). (1) The reactants are Br[CH2:2][C:3]1[N:4]=[N:5][C:6]([C:9]2[CH:14]=[CH:13][CH:12]=[CH:11][CH:10]=2)=[CH:7][CH:8]=1.[NH:15]([C:23]([O:25][C:26]([CH3:29])([CH3:28])[CH3:27])=[O:24])[C:16]([O:18][C:19]([CH3:22])([CH3:21])[CH3:20])=[O:17].C(=O)([O-])[O-].[K+].[K+].O. The catalyst is CN(C)C=O. The product is [C:26]([O:25][C:23]([N:15]([CH2:2][C:3]1[N:4]=[N:5][C:6]([C:9]2[CH:14]=[CH:13][CH:12]=[CH:11][CH:10]=2)=[CH:7][CH:8]=1)[C:16]([O:18][C:19]([CH3:22])([CH3:21])[CH3:20])=[O:17])=[O:24])([CH3:29])([CH3:28])[CH3:27]. The yield is 0.970. (2) The reactants are C([O-])(=[O:3])C.[NH4+].C(#N)C.[C:9]([C:11]1[N:12]([NH:16][C:17](=[O:23])[O:18][C:19]([CH3:22])([CH3:21])[CH3:20])[CH:13]=[CH:14][CH:15]=1)#[N:10].[OH-].[NH4+].OO. The catalyst is C(O)C. The product is [C:9]([C:11]1[N:12]([NH:16][C:17](=[O:23])[O:18][C:19]([CH3:20])([CH3:22])[CH3:21])[CH:13]=[CH:14][CH:15]=1)(=[O:3])[NH2:10]. The yield is 0.736.